Dataset: Catalyst prediction with 721,799 reactions and 888 catalyst types from USPTO. Task: Predict which catalyst facilitates the given reaction. (1) Reactant: [C:1]([O:5][C:6]([NH:8][C:9]1[CH:14]=[CH:13][N:12]=[CH:11][C:10]=1[NH2:15])=[O:7])([CH3:4])([CH3:3])[CH3:2].N1C=CC=CC=1.[C:22](Cl)(=[O:31])[C:23]1[CH:28]=[CH:27][C:26]([O:29][CH3:30])=[CH:25][CH:24]=1.[OH-].[Na+]. Product: [C:1]([O:5][C:6]([NH:8][C:9]1[CH:14]=[CH:13][N:12]=[CH:11][C:10]=1[NH:15][C:22](=[O:31])[C:23]1[CH:28]=[CH:27][C:26]([O:29][CH3:30])=[CH:25][CH:24]=1)=[O:7])([CH3:4])([CH3:2])[CH3:3]. The catalyst class is: 124. (2) The catalyst class is: 11. Reactant: CO[C:3]([C:5]1[N:6]([CH2:25][CH:26]=[O:27])[CH:7]=[C:8]([C:20]([O:22][CH2:23][CH3:24])=[O:21])[C:9](=[O:19])[C:10]=1[O:11][CH2:12][C:13]1[CH:18]=[CH:17][CH:16]=[CH:15][CH:14]=1)=[O:4].CO.[NH2:30][C@H:31]([CH3:35])[CH2:32][CH2:33]O.C(O)(=O)C. Product: [CH2:23]([O:22][C:20]([C:8]1[C:9](=[O:19])[C:10]([O:11][CH2:12][C:13]2[CH:18]=[CH:17][CH:16]=[CH:15][CH:14]=2)=[C:5]2[C:3](=[O:4])[N:30]3[C@@H:26]([O:27][CH2:33][CH2:32][C@H:31]3[CH3:35])[CH2:25][N:6]2[CH:7]=1)=[O:21])[CH3:24].